This data is from Experimentally validated miRNA-target interactions with 360,000+ pairs, plus equal number of negative samples. The task is: Binary Classification. Given a miRNA mature sequence and a target amino acid sequence, predict their likelihood of interaction. (1) The miRNA is hsa-miR-30d-5p with sequence UGUAAACAUCCCCGACUGGAAG. The protein sequence of the target gene is MASSSGAGAAAAAAAANLNAVRETMDVLLEISRILNTGLDMETLSICVRLCEQGINPEALSSVIKELRKATEALKAAENMTS. Result: 1 (interaction). (2) Result: 0 (no interaction). The miRNA is hsa-miR-3150a-3p with sequence CUGGGGAGAUCCUCGAGGUUGG. The protein sequence of the target gene is MRREFCWDAYSKAAGSRASSPLPRQDRDSFCHQMSFCLTELHLWSLKNTLHIADRDIGIYQYYDKKDPPATEHGNLEKKQKLAESRDYPWTLKNRRPEKLRDSLKELEELMQNSRCVLSKWKNKYVCQLLFGSGVLVSLSLSGPQLEKVVIDRSLVGKLISDTISDALLTDSFIILSFLAQNKLCFIQFTKKMESSDVNKRLEKLSALDYKIFYYEIPGPINKTTERHLAINCVHDRVVCWWPLVNDDAWPWAPISSEKDRANLLLLGYAQGRLEVLSSVRTEWDPLDVRFGTKQPYQVF.... (3) The miRNA is hsa-miR-325 with sequence CCUAGUAGGUGUCCAGUAAGUGU. The protein sequence of the target gene is MASDSMSSKQARNHITKGKRQQQHQQIKNRSSISDGDGEDSFIFEANEAWKDFHGSLLRFYENGELCDVTLKVGSKLISCHKLVLACVIPYFRAMFLSEMAEAKQTLIEIRDFDGDAIEDLVKFVYSSRLTLTVDNVQPLLYAACILQVELVARACCEYMKLHFHPSNCLAVRAFAESHNRIDLMDMADQYACDHFTEVVECEDFVSVSPQHLHKLLSSSDLNIENEKQVYNAAIKWLLANPQHHSKWLDETLAQVRLPLLPVDFLMGVVAKEQIVKQNLKCRDLLDEARNYHLHLSSRA.... Result: 1 (interaction).